This data is from Catalyst prediction with 721,799 reactions and 888 catalyst types from USPTO. The task is: Predict which catalyst facilitates the given reaction. (1) Reactant: C[NH2:2].[O:3]([CH2:11][C:12]1[CH:13]=[C:14]([CH:27]=[CH:28][CH:29]=1)[CH2:15]C1C=CC=C2C(NC(=O)C=12)=O)[Si:4]([C:7]([CH3:10])([CH3:9])[CH3:8])([CH3:6])[CH3:5]. Product: [O:3]([CH2:11][C:12]1[CH:13]=[C:14]([CH:27]=[CH:28][CH:29]=1)[CH2:15][NH2:2])[Si:4]([C:7]([CH3:10])([CH3:9])[CH3:8])([CH3:6])[CH3:5]. The catalyst class is: 8. (2) Reactant: [CH3:1][C:2]([NH:10][C:11]([C:13]1[S:36][C:16]2[NH:17][N:18]=[C:19]([NH:20][C:21](=[O:35])[C:22]3[CH:27]=[CH:26][C:25]([CH2:28][N:29]4[CH2:34][CH2:33][CH2:32][CH2:31][CH2:30]4)=[CH:24][CH:23]=3)[C:15]=2[CH:14]=1)=[O:12])([C:4]1[CH:9]=[CH:8][CH:7]=[CH:6][CH:5]=1)[CH3:3].C(N(C(C)C)CC)(C)C.Cl[C:47]([O:49][CH2:50][CH3:51])=[O:48]. Product: [CH2:50]([O:49][C:47]([N:17]1[C:16]2[S:36][C:13]([C:11](=[O:12])[NH:10][C:2]([CH3:1])([C:4]3[CH:9]=[CH:8][CH:7]=[CH:6][CH:5]=3)[CH3:3])=[CH:14][C:15]=2[C:19]([NH:20][C:21](=[O:35])[C:22]2[CH:23]=[CH:24][C:25]([CH2:28][N:29]3[CH2:34][CH2:33][CH2:32][CH2:31][CH2:30]3)=[CH:26][CH:27]=2)=[N:18]1)=[O:48])[CH3:51]. The catalyst class is: 1. (3) Reactant: [Cl:1][C:2]1[CH:3]=[C:4]([CH:25]=[CH:26][C:27]=1[Cl:28])[CH2:5][CH:6]1[C:15]2[C:10](=[CH:11][CH:12]=[C:13]([OH:16])[CH:14]=2)[CH2:9][CH2:8][CH:7]1[NH:17][C:18](=[O:24])[O:19][C:20]([CH3:23])([CH3:22])[CH3:21].[F:29][C:30]([F:49])([F:48])[S:31](N(C1C=CC=CC=1)[S:31]([C:30]([F:49])([F:48])[F:29])(=[O:33])=[O:32])(=[O:33])=[O:32].C(N(CC)CC)C. Product: [F:29][C:30]([F:49])([F:48])[S:31]([O:16][C:13]1[CH:12]=[CH:11][C:10]2[CH2:9][CH2:8][CH:7]([NH:17][C:18]([O:19][C:20]([CH3:21])([CH3:22])[CH3:23])=[O:24])[CH:6]([CH2:5][C:4]3[CH:25]=[CH:26][C:27]([Cl:28])=[C:2]([Cl:1])[CH:3]=3)[C:15]=2[CH:14]=1)(=[O:33])=[O:32]. The catalyst class is: 4. (4) Reactant: [Br:1][CH:2]=[CH:3]Br.[C:5]([Si:9]([CH3:20])([CH3:19])[O:10][CH2:11][CH2:12][CH2:13][CH2:14][CH2:15][CH2:16]C=C)([CH3:8])([CH3:7])[CH3:6]. Product: [Br:1]/[CH:2]=[CH:3]\[CH2:16][CH2:15][CH2:14][CH2:13][CH2:12][CH2:11][O:10][Si:9]([C:5]([CH3:6])([CH3:8])[CH3:7])([CH3:19])[CH3:20]. The catalyst class is: 48. (5) Reactant: Cl.[Cl:2][CH2:3][CH2:4][NH:5][CH2:6][CH2:7][Cl:8].C(N(CC)C(C)C)(C)C.[C:18](O[C:18]([O:20][C:21]([CH3:24])([CH3:23])[CH3:22])=[O:19])([O:20][C:21]([CH3:24])([CH3:23])[CH3:22])=[O:19]. The catalyst class is: 112. Product: [C:21]([O:20][C:18](=[O:19])[N:5]([CH2:6][CH2:7][Cl:8])[CH2:4][CH2:3][Cl:2])([CH3:24])([CH3:23])[CH3:22]. (6) Reactant: [F:1][C:2]([F:33])([F:32])[C:3]1[CH:4]=[C:5]([CH:13]=[CH:14][C:15]([NH:17][C@H:18]([C:28]([O:30]C)=[O:29])[CH2:19][C:20]2[CH:25]=[CH:24][C:23]([O:26][CH3:27])=[CH:22][CH:21]=2)=[O:16])[CH:6]=[C:7]([C:9]([F:12])([F:11])[F:10])[CH:8]=1.[OH-].[Na+]. Product: [F:1][C:2]([F:32])([F:33])[C:3]1[CH:4]=[C:5]([CH:13]=[CH:14][C:15]([NH:17][C@H:18]([C:28]([OH:30])=[O:29])[CH2:19][C:20]2[CH:25]=[CH:24][C:23]([O:26][CH3:27])=[CH:22][CH:21]=2)=[O:16])[CH:6]=[C:7]([C:9]([F:10])([F:11])[F:12])[CH:8]=1. The catalyst class is: 5.